Task: Regression. Given a peptide amino acid sequence and an MHC pseudo amino acid sequence, predict their binding affinity value. This is MHC class I binding data.. Dataset: Peptide-MHC class I binding affinity with 185,985 pairs from IEDB/IMGT (1) The peptide sequence is KAFSPEVI. The MHC is Mamu-B08 with pseudo-sequence Mamu-B08. The binding affinity (normalized) is 0. (2) The peptide sequence is REVGDTSSDL. The MHC is HLA-B45:01 with pseudo-sequence HLA-B45:01. The binding affinity (normalized) is 0. (3) The peptide sequence is KSNILMWNK. The MHC is HLA-A68:01 with pseudo-sequence HLA-A68:01. The binding affinity (normalized) is 0.264. (4) The peptide sequence is RYRFAFLYLL. The MHC is Patr-A0901 with pseudo-sequence Patr-A0901. The binding affinity (normalized) is 0.614. (5) The peptide sequence is HLRVLFSIFY. The MHC is HLA-A33:01 with pseudo-sequence HLA-A33:01. The binding affinity (normalized) is 0.305. (6) The peptide sequence is HDFGIPTPS. The MHC is HLA-B44:02 with pseudo-sequence HLA-B44:02. The binding affinity (normalized) is 0.